The task is: Regression. Given two drug SMILES strings and cell line genomic features, predict the synergy score measuring deviation from expected non-interaction effect.. This data is from NCI-60 drug combinations with 297,098 pairs across 59 cell lines. (1) Drug 1: CN(CCCl)CCCl.Cl. Drug 2: C1C(C(OC1N2C=NC3=C2NC=NCC3O)CO)O. Cell line: NCI-H322M. Synergy scores: CSS=-4.85, Synergy_ZIP=3.24, Synergy_Bliss=1.72, Synergy_Loewe=-5.54, Synergy_HSA=-4.87. (2) Drug 1: CCC(=C(C1=CC=CC=C1)C2=CC=C(C=C2)OCCN(C)C)C3=CC=CC=C3.C(C(=O)O)C(CC(=O)O)(C(=O)O)O. Drug 2: C1=NC(=NC(=O)N1C2C(C(C(O2)CO)O)O)N. Cell line: SK-OV-3. Synergy scores: CSS=-2.44, Synergy_ZIP=-2.20, Synergy_Bliss=-5.37, Synergy_Loewe=-15.7, Synergy_HSA=-8.37. (3) Drug 1: CC(C1=C(C=CC(=C1Cl)F)Cl)OC2=C(N=CC(=C2)C3=CN(N=C3)C4CCNCC4)N. Drug 2: CC1=C(C=C(C=C1)NC2=NC=CC(=N2)N(C)C3=CC4=NN(C(=C4C=C3)C)C)S(=O)(=O)N.Cl. Cell line: KM12. Synergy scores: CSS=47.7, Synergy_ZIP=9.19, Synergy_Bliss=7.77, Synergy_Loewe=-14.4, Synergy_HSA=8.67. (4) Drug 2: CN1C(=O)N2C=NC(=C2N=N1)C(=O)N. Drug 1: C1CCC(CC1)NC(=O)N(CCCl)N=O. Cell line: HS 578T. Synergy scores: CSS=22.1, Synergy_ZIP=2.09, Synergy_Bliss=7.16, Synergy_Loewe=-4.63, Synergy_HSA=5.30. (5) Drug 1: C1=NC2=C(N1)C(=S)N=CN2. Drug 2: CCN(CC)CCCC(C)NC1=C2C=C(C=CC2=NC3=C1C=CC(=C3)Cl)OC. Cell line: CAKI-1. Synergy scores: CSS=6.73, Synergy_ZIP=0.323, Synergy_Bliss=8.63, Synergy_Loewe=-1.81, Synergy_HSA=-0.430. (6) Synergy scores: CSS=-1.75, Synergy_ZIP=-0.394, Synergy_Bliss=-1.91, Synergy_Loewe=-2.86, Synergy_HSA=-2.59. Cell line: 786-0. Drug 2: CN(C)N=NC1=C(NC=N1)C(=O)N. Drug 1: CNC(=O)C1=CC=CC=C1SC2=CC3=C(C=C2)C(=NN3)C=CC4=CC=CC=N4.